Dataset: Reaction yield outcomes from USPTO patents with 853,638 reactions. Task: Predict the reaction yield, written as a fraction of the theoretical maximum amount of product (1.0 means a 100% yield; for example, 0.34 means a 34% yield). (1) The reactants are O1CCCCC1[O:7][CH2:8][CH2:9][CH2:10][CH2:11][CH2:12][CH2:13][CH2:14][CH2:15][C:16](=[C:22]([CH2:28][CH2:29][CH2:30][CH2:31][CH2:32][CH2:33][CH2:34][CH2:35][O:36]C1CCCCO1)[CH2:23][C:24]([O:26][CH3:27])=[O:25])[CH2:17][C:18]([O:20][CH3:21])=[O:19].CC1C=CC(S(O)(=O)=O)=CC=1. The catalyst is CO. The product is [OH:36][CH2:35][CH2:34][CH2:33][CH2:32][CH2:31][CH2:30][CH2:29][CH2:28][C:22](=[C:16]([CH2:15][CH2:14][CH2:13][CH2:12][CH2:11][CH2:10][CH2:9][CH2:8][OH:7])[CH2:17][C:18]([O:20][CH3:21])=[O:19])[CH2:23][C:24]([O:26][CH3:27])=[O:25]. The yield is 0.880. (2) The product is [Cl:1][C:2]1[CH:18]=[CH:17][C:5]2[N:6]3[CH:11]=[C:10]([CH2:12][OH:13])[N:9]=[C:7]3[S:8][C:4]=2[CH:3]=1. The reactants are [Cl:1][C:2]1[CH:18]=[CH:17][C:5]2[N:6]3[CH:11]=[C:10]([C:12](OCC)=[O:13])[N:9]=[C:7]3[S:8][C:4]=2[CH:3]=1.[H-].[H-].[H-].[H-].[Li+].[Al+3]. No catalyst specified. The yield is 0.720. (3) The reactants are [CH3:1][C:2]1[C:6]([C:7]([OH:9])=[O:8])=[CH:5][NH:4][N:3]=1.S(Cl)(Cl)=O.[CH3:14]O. No catalyst specified. The product is [CH3:1][C:2]1[C:6]([C:7]([O:9][CH3:14])=[O:8])=[CH:5][NH:4][N:3]=1. The yield is 0.570. (4) No catalyst specified. The reactants are [C:1]([NH:5][C:6]1[NH:7][C:8]2[CH:14]=[CH:13][CH:12]=[CH:11][C:9]=2[N:10]=1)([O:3][CH3:4])=[O:2].[Cl:15][S:16](O)(=[O:18])=[O:17]. The product is [Cl:15][S:16]([C:13]1[CH:12]=[CH:11][C:9]2[N:10]=[C:6]([NH:5][C:1]([O:3][CH3:4])=[O:2])[NH:7][C:8]=2[CH:14]=1)(=[O:18])=[O:17]. The yield is 0.780. (5) The reactants are Cl[C:2]1[N:6]2[N:7]=[C:8]([C:18]3[CH:23]=[CH:22][CH:21]=[CH:20][C:19]=3[Cl:24])[C:9]([C:11]3[CH:16]=[CH:15][C:14]([Cl:17])=[CH:13][CH:12]=3)=[CH:10][C:5]2=[N:4][N:3]=1.[NH:25]1[CH2:30][CH2:29][CH2:28][CH2:27][CH2:26]1. No catalyst specified. The product is [Cl:24][C:19]1[CH:20]=[CH:21][CH:22]=[CH:23][C:18]=1[C:8]1[C:9]([C:11]2[CH:16]=[CH:15][C:14]([Cl:17])=[CH:13][CH:12]=2)=[CH:10][C:5]2[N:6]([C:2]([N:25]3[CH2:30][CH2:29][CH2:28][CH2:27][CH2:26]3)=[N:3][N:4]=2)[N:7]=1. The yield is 0.480. (6) The reactants are [C:1]12([NH2:11])[CH2:10][CH:5]3[CH2:6][CH:7]([CH2:9][CH:3]([CH2:4]3)[CH2:2]1)[CH2:8]2.[CH:12](=O)[C:13]1[CH:18]=[CH:17][CH:16]=[CH:15][CH:14]=1. No catalyst specified. The product is [C:1]12([NH:11][CH2:12][C:13]3[CH:18]=[CH:17][CH:16]=[CH:15][CH:14]=3)[CH2:8][CH:7]3[CH2:6][CH:5]([CH2:4][CH:3]([CH2:9]3)[CH2:2]1)[CH2:10]2. The yield is 0.800. (7) The reactants are C([S:4][CH2:5][C:6]1[C@:7]2([CH2:24][CH2:23][C@H:22]3[C:12](=[CH:13][CH:14]=[C:15]4[C@:20]3([CH3:21])[C@@H:19]([O:25][Si:26]([C:29]([CH3:32])([CH3:31])[CH3:30])([CH3:28])[CH3:27])[CH2:18][C@H:17]([O:33][Si:34]([C:37]([CH3:40])([CH3:39])[CH3:38])([CH3:36])[CH3:35])[CH2:16]4)[C@@H:9]2[CH2:10][CH:11]=1)[CH3:8])(=O)C.Br[CH2:42][CH2:43][CH2:44][C:45]([CH2:56][CH3:57])([O:48][Si:49]([CH2:54][CH3:55])([CH2:52][CH3:53])[CH2:50][CH3:51])[CH2:46][CH3:47].CO.[OH-].[K+]. The catalyst is O1CCCC1. The product is [Si:26]([O:25][C@@H:19]1[C@@:20]2([CH3:21])[C:15](=[CH:14][CH:13]=[C:12]3[C@@H:22]2[CH2:23][CH2:24][C@@:7]2([CH3:8])[C@H:9]3[CH2:10][CH:11]=[C:6]2[CH2:5][S:4][CH2:42][CH2:43][CH2:44][C:45]([CH2:56][CH3:57])([O:48][Si:49]([CH2:54][CH3:55])([CH2:52][CH3:53])[CH2:50][CH3:51])[CH2:46][CH3:47])[CH2:16][C@@H:17]([O:33][Si:34]([C:37]([CH3:40])([CH3:39])[CH3:38])([CH3:35])[CH3:36])[CH2:18]1)([C:29]([CH3:32])([CH3:31])[CH3:30])([CH3:28])[CH3:27]. The yield is 0.910.